This data is from Full USPTO retrosynthesis dataset with 1.9M reactions from patents (1976-2016). The task is: Predict the reactants needed to synthesize the given product. (1) Given the product [OH:29][CH:27]([C:26]1[CH:25]=[CH:24][N:23]=[CH:22][C:21]=1[C:9]1[CH:8]=[CH:7][C:4]([C:5]#[N:6])=[C:3]([O:2][CH3:1])[CH:10]=1)[CH3:28], predict the reactants needed to synthesize it. The reactants are: [CH3:1][O:2][C:3]1[CH:10]=[C:9](B2OC(C)(C)C(C)(C)O2)[CH:8]=[CH:7][C:4]=1[C:5]#[N:6].Br[C:21]1[CH:22]=[N:23][CH:24]=[CH:25][C:26]=1[CH:27]([OH:29])[CH3:28].C(Cl)Cl.C([O-])([O-])=O.[Na+].[Na+]. (2) Given the product [CH2:1]([C:4]([NH:23][C:24]([O:25][C:26]([CH3:29])([CH3:28])[CH3:27])=[O:30])([CH2:10][CH2:11][CH2:12][CH2:13][B:14]1[O:15][C:16]([CH3:22])([CH3:21])[C:17]([CH3:20])([CH3:19])[O:18]1)[C:5]([O:7][CH2:8][CH3:9])=[O:6])[CH:2]=[CH2:3], predict the reactants needed to synthesize it. The reactants are: [CH2:1]([C:4]([NH2:23])([CH2:10][CH2:11][CH2:12][CH2:13][B:14]1[O:18][C:17]([CH3:20])([CH3:19])[C:16]([CH3:22])([CH3:21])[O:15]1)[C:5]([O:7][CH2:8][CH3:9])=[O:6])[CH:2]=[CH2:3].[C:24](=O)([O:30]C(C)(C)C)[O:25][C:26]([CH3:29])([CH3:28])[CH3:27]. (3) Given the product [Cl:3][C:4]1[CH:9]=[C:8]([O:24][C:23]2[C:18]([C:16]3[CH:15]=[CH:14][CH:13]=[C:12]([CH3:11])[N:17]=3)=[N:19][CH:20]=[CH:21][CH:22]=2)[CH:7]=[CH:6][N:5]=1, predict the reactants needed to synthesize it. The reactants are: [H-].[Na+].[Cl:3][C:4]1[CH:9]=[C:8](Cl)[CH:7]=[CH:6][N:5]=1.[CH3:11][C:12]1[N:17]=[C:16]([C:18]2[C:23]([OH:24])=[CH:22][CH:21]=[CH:20][N:19]=2)[CH:15]=[CH:14][CH:13]=1. (4) Given the product [F:23][C:20]1[CH:21]=[CH:22][C:14]([C:10]2[C:9]([CH3:39])=[CH:8][C:7]([O:6][CH2:5][C:3]([O:41][CH3:40])=[O:1])=[CH:12][C:11]=2[CH3:13])=[C:15]2[C:19]=1[C@H:18]([O:24][C:25]1[CH:38]=[CH:37][C:28]3[C@H:29]([CH2:32][C:33]([OH:35])=[O:34])[CH2:30][O:31][C:27]=3[CH:26]=1)[CH2:17][CH2:16]2, predict the reactants needed to synthesize it. The reactants are: [OH-:1].[Na+].[C:3]([CH2:5][O:6][C:7]1[CH:12]=[C:11]([CH3:13])[C:10]([C:14]2[CH:22]=[CH:21][C:20]([F:23])=[C:19]3[C:15]=2[CH2:16][CH2:17][C@H:18]3[O:24][C:25]2[CH:38]=[CH:37][C:28]3[C@H:29]([CH2:32][C:33]([O:35]C)=[O:34])[CH2:30][O:31][C:27]=3[CH:26]=2)=[C:9]([CH3:39])[CH:8]=1)#N.[CH3:40][OH:41]. (5) The reactants are: [Si:1]([O:8][CH2:9][CH2:10][O:11][C:12]1[CH:18]=[CH:17][C:15]([NH2:16])=[CH:14][CH:13]=1)([C:4]([CH3:7])([CH3:6])[CH3:5])([CH3:3])[CH3:2].Cl[C:20]1[N:25]=[C:24]([NH:26][C:27]2[CH:28]=[C:29]([NH:33][C:34](=[O:37])[CH:35]=[CH2:36])[CH:30]=[CH:31][CH:32]=2)[C:23]([F:38])=[CH:22][N:21]=1.C(Cl)(Cl)Cl.CO. Given the product [Si:1]([O:8][CH2:9][CH2:10][O:11][C:12]1[CH:18]=[CH:17][C:15]([NH:16][C:20]2[N:25]=[C:24]([NH:26][C:27]3[CH:28]=[C:29]([NH:33][C:34](=[O:37])[CH:35]=[CH2:36])[CH:30]=[CH:31][CH:32]=3)[C:23]([F:38])=[CH:22][N:21]=2)=[CH:14][CH:13]=1)([C:4]([CH3:7])([CH3:6])[CH3:5])([CH3:3])[CH3:2], predict the reactants needed to synthesize it. (6) Given the product [C:27]([C:26]1[CH:29]=[CH:30][C:31]([C:2]2[CH:3]=[N:4][N:5]([C:9]3[CH:22]=[CH:21][C:12]([C:13]([NH:15][CH2:16][CH2:17][CH2:18][O:19][CH3:20])=[O:14])=[CH:11][N:10]=3)[C:6]=2[O:7][CH3:8])=[C:24]([F:23])[CH:25]=1)#[N:28], predict the reactants needed to synthesize it. The reactants are: Br[C:2]1[CH:3]=[N:4][N:5]([C:9]2[CH:22]=[CH:21][C:12]([C:13]([NH:15][CH2:16][CH2:17][CH2:18][O:19][CH3:20])=[O:14])=[CH:11][N:10]=2)[C:6]=1[O:7][CH3:8].[F:23][C:24]1[CH:25]=[C:26]([CH:29]=[CH:30][C:31]=1B1OC(C)(C)C(C)(C)O1)[C:27]#[N:28].C(=O)(O)[O-].[Na+].